From a dataset of Full USPTO retrosynthesis dataset with 1.9M reactions from patents (1976-2016). Predict the reactants needed to synthesize the given product. (1) Given the product [F:22][C:19]1[CH:20]=[CH:21][C:16]2[CH2:15][O:14][C:11]3([CH2:10][CH2:9][NH:8][CH2:13][CH2:12]3)[C:17]=2[CH:18]=1, predict the reactants needed to synthesize it. The reactants are: C([N:8]1[CH2:13][CH2:12][C:11]2([C:17]3[CH:18]=[C:19]([F:22])[CH:20]=[CH:21][C:16]=3[CH2:15][O:14]2)[CH2:10][CH2:9]1)C1C=CC=CC=1.ClC(OC(Cl)C)=O. (2) Given the product [CH3:14][Si:13]([CH3:16])([CH3:15])[C:9]1[CH:8]=[C:7]([CH:12]=[CH:11][CH:10]=1)[CH:20]=[O:21], predict the reactants needed to synthesize it. The reactants are: [Li]CCCC.Br[C:7]1[CH:12]=[CH:11][CH:10]=[C:9]([Si:13]([CH3:16])([CH3:15])[CH3:14])[CH:8]=1.CN([CH:20]=[O:21])C.Cl. (3) The reactants are: Cl.[CH3:2][O:3][C:4]1[CH:9]=[CH:8][CH:7]=[CH:6][C:5]=1[C:10]1[C:11]2[C:12]3[CH2:23][CH2:22][NH:21][CH2:20][CH2:19][C:13]=3[NH:14][C:15]=2[CH:16]=[CH:17][CH:18]=1.C([BH3-])#N.[Na+]. Given the product [CH3:2][O:3][C:4]1[CH:9]=[CH:8][CH:7]=[CH:6][C:5]=1[C:10]1[C:11]2[C@@H:12]3[CH2:23][CH2:22][NH:21][CH2:20][CH2:19][C@@H:13]3[NH:14][C:15]=2[CH:16]=[CH:17][CH:18]=1, predict the reactants needed to synthesize it. (4) Given the product [NH2:8][C:6]1[N:7]=[C:2]([C:25]2[CH:24]=[CH:23][C:20]([C:21]#[N:22])=[C:19]([F:18])[CH:26]=2)[CH:3]=[C:4]([NH:9][CH2:10][C:11]2[CH:16]=[CH:15][CH:14]=[CH:13][C:12]=2[Cl:17])[N:5]=1, predict the reactants needed to synthesize it. The reactants are: Cl[C:2]1[N:7]=[C:6]([NH2:8])[N:5]=[C:4]([NH:9][CH2:10][C:11]2[CH:16]=[CH:15][CH:14]=[CH:13][C:12]=2[Cl:17])[CH:3]=1.[F:18][C:19]1[CH:26]=[C:25](B2OC(C)(C)C(C)(C)O2)[CH:24]=[CH:23][C:20]=1[C:21]#[N:22].C([O-])(O)=O.[Na+].N#N. (5) Given the product [CH3:17][N:16]([CH3:18])[CH2:15][CH2:14]/[CH:13]=[C:12]1\[C:6]2[CH:5]=[C:4]([CH2:3][CH2:2][NH:1][S:33]([CH3:32])(=[O:35])=[O:34])[CH:24]=[CH:23][C:7]=2[O:8][CH2:9][C:10]2[CH:22]=[CH:21][CH:20]=[CH:19][C:11]\1=2, predict the reactants needed to synthesize it. The reactants are: [NH2:1][CH2:2][CH2:3][C:4]1[CH:24]=[CH:23][C:7]2[O:8][CH2:9][C:10]3[CH:22]=[CH:21][CH:20]=[CH:19][C:11]=3[C:12](=[CH:13][CH2:14][CH2:15][N:16]([CH3:18])[CH3:17])[C:6]=2[CH:5]=1.C(N(CC)CC)C.[CH3:32][S:33](Cl)(=[O:35])=[O:34].CCOC(C)=O.CO. (6) Given the product [F:1][C:2]1[C:10]([C:11]([F:14])([F:13])[F:12])=[CH:9][CH:8]=[CH:7][C:3]=1[C:4]([N:21]([O:22][CH3:23])[CH3:20])=[O:5], predict the reactants needed to synthesize it. The reactants are: [F:1][C:2]1[C:10]([C:11]([F:14])([F:13])[F:12])=[CH:9][CH:8]=[CH:7][C:3]=1[C:4](O)=[O:5].O=S(Cl)Cl.Cl.[CH3:20][NH:21][O:22][CH3:23].N1C=CC=CC=1.